This data is from Forward reaction prediction with 1.9M reactions from USPTO patents (1976-2016). The task is: Predict the product of the given reaction. (1) Given the reactants [NH2:1][C:2]1[C:10]([F:11])=[CH:9][CH:8]=[CH:7][C:3]=1[C:4]([OH:6])=O.[NH2:12][CH2:13][CH2:14][CH2:15][C@H:16]1[O:20][C:19](=[O:21])[N:18]([C:22]2[CH:23]=[CH:24][C:25]3[S:30][CH2:29][C:28](=[O:31])[NH:27][C:26]=3[CH:32]=2)[CH2:17]1, predict the reaction product. The product is: [NH2:1][C:2]1[C:10]([F:11])=[CH:9][CH:8]=[CH:7][C:3]=1[C:4]([NH:12][CH2:13][CH2:14][CH2:15][C@H:16]1[O:20][C:19](=[O:21])[N:18]([C:22]2[CH:23]=[CH:24][C:25]3[S:30][CH2:29][C:28](=[O:31])[NH:27][C:26]=3[CH:32]=2)[CH2:17]1)=[O:6]. (2) Given the reactants C([O:8][CH2:9][C@H:10]1[O:21][C:13]2=[N:14][C:15]3[CH:20]=[CH:19][CH:18]=[CH:17][C:16]=3[N:12]2[CH2:11]1)C1C=CC=CC=1, predict the reaction product. The product is: [O:21]1[C:13]2=[N:14][C:15]3[CH:20]=[CH:19][CH:18]=[CH:17][C:16]=3[N:12]2[CH2:11][C@H:10]1[CH2:9][OH:8]. (3) Given the reactants [Cl:1][C:2]1[CH:17]=[CH:16][C:15]([N+:18]([O-:20])=[O:19])=[CH:14][C:3]=1[C:4]([C:6]1[NH:10][C:9]([C:11]([OH:13])=O)=[CH:8][CH:7]=1)=[O:5].ClC1C=CC([N+]([O-])=O)=CC=1C(C1NC(C(Cl)=O)=CC=1)=O.C(Cl)(=O)C(Cl)=O.[NH2:47][C:48]1[CH:49]=[C:50]([OH:54])[CH:51]=[CH:52][CH:53]=1, predict the reaction product. The product is: [OH:54][C:50]1[CH:49]=[C:48]([NH:47][C:11]([C:9]2[NH:10][C:6]([C:4](=[O:5])[C:3]3[CH:14]=[C:15]([N+:18]([O-:20])=[O:19])[CH:16]=[CH:17][C:2]=3[Cl:1])=[CH:7][CH:8]=2)=[O:13])[CH:53]=[CH:52][CH:51]=1. (4) Given the reactants [Cl:1][C:2]1[CH:7]=[CH:6][C:5]([CH3:8])=[C:4]([N+:9]([O-])=O)[CH:3]=1, predict the reaction product. The product is: [Cl:1][C:2]1[CH:7]=[CH:6][C:5]([CH3:8])=[C:4]([NH2:9])[CH:3]=1. (5) Given the reactants [CH3:1][O:2][C:3]1[CH:4]=[C:5]([CH:11]=[CH:12][C:13]([OH:15])=O)[CH:6]=[CH:7][C:8]=1[O:9][CH3:10].O[NH:17][C:18](=[NH:26])[CH2:19][CH2:20][CH2:21][CH2:22][CH2:23][CH2:24][CH3:25], predict the reaction product. The product is: [CH3:1][O:2][C:3]1[CH:4]=[C:5]([CH:11]=[CH:12][C:13]2[O:15][N:26]=[C:18]([CH2:19][CH2:20][CH2:21][CH2:22][CH2:23][CH2:24][CH3:25])[N:17]=2)[CH:6]=[CH:7][C:8]=1[O:9][CH3:10]. (6) Given the reactants CN(C(ON1N=NC2C=CC=NC1=2)=[N+](C)C)C.F[P-](F)(F)(F)(F)F.[NH2:25][C:26]1[CH:34]=[CH:33][C:29]([C:30]([OH:32])=O)=[CH:28][C:27]=1[O:35][CH3:36].Cl.[CH3:38][O:39][CH:40]1[CH2:43][NH:42][CH2:41]1.CCN(C(C)C)C(C)C, predict the reaction product. The product is: [NH2:25][C:26]1[CH:34]=[CH:33][C:29]([C:30]([N:42]2[CH2:43][CH:40]([O:39][CH3:38])[CH2:41]2)=[O:32])=[CH:28][C:27]=1[O:35][CH3:36]. (7) Given the reactants FC(F)(F)C(O)=O.C(OC([NH:15][CH2:16][CH2:17][C:18]([O:20][CH2:21][C:22]1[CH:27]=[C:26]([F:28])[C:25]([F:29])=[CH:24][C:23]=1[C:30]1[CH:31]=[C:32]2[C:37](=[CH:38][CH:39]=1)[N:36]=[C:35]([NH2:40])[N:34]=[C:33]2[C:41]([N:43]1[CH2:51][C:50]2[C:45](=[CH:46][CH:47]=[CH:48][CH:49]=2)[CH2:44]1)=[O:42])=[O:19])=O)(C)(C)C.CCCCCCC, predict the reaction product. The product is: [NH2:15][CH2:16][CH2:17][C:18]([O:20][CH2:21][C:22]1[CH:27]=[C:26]([F:28])[C:25]([F:29])=[CH:24][C:23]=1[C:30]1[CH:31]=[C:32]2[C:37](=[CH:38][CH:39]=1)[N:36]=[C:35]([NH2:40])[N:34]=[C:33]2[C:41]([N:43]1[CH2:44][C:45]2[C:50](=[CH:49][CH:48]=[CH:47][CH:46]=2)[CH2:51]1)=[O:42])=[O:19].